From a dataset of Reaction yield outcomes from USPTO patents with 853,638 reactions. Predict the reaction yield, written as a fraction of the theoretical maximum amount of product (1.0 means a 100% yield; for example, 0.34 means a 34% yield). The reactants are C([O-])(=O)C.[K+].[B:6]1(B2OC(C)(C)C(C)(C)O2)[O:10]C(C)(C)C(C)(C)[O:7]1.Br[C:25]1C=C[C:28]([C:29]#[N:30])=[C:27](C)[CH:26]=1.[CH3:34][O:35][CH2:36][CH2:37][O:38]C. No catalyst specified. The product is [O:38]=[C:37]1[CH2:36][O:35][C:34]2[CH:25]=[CH:26][C:27]([B:6]([OH:10])[OH:7])=[CH:28][C:29]=2[NH:30]1. The yield is 0.820.